This data is from Reaction yield outcomes from USPTO patents with 853,638 reactions. The task is: Predict the reaction yield, written as a fraction of the theoretical maximum amount of product (1.0 means a 100% yield; for example, 0.34 means a 34% yield). The reactants are C(OC([NH:8][C@@H:9]([CH2:18][S:19][CH2:20][C:21]1[CH:26]=[CH:25][C:24]([O:27][CH3:28])=[CH:23][CH:22]=1)[CH2:10][O:11][C:12](=[O:17])[C:13]([CH3:16])([CH3:15])[CH3:14])=O)(C)(C)C.Cl.O1CCOCC1. The catalyst is ClCCl. The product is [NH2:8][C@@H:9]([CH2:18][S:19][CH2:20][C:21]1[CH:26]=[CH:25][C:24]([O:27][CH3:28])=[CH:23][CH:22]=1)[CH2:10][O:11][C:12](=[O:17])[C:13]([CH3:16])([CH3:15])[CH3:14]. The yield is 0.950.